Task: Predict the product of the given reaction.. Dataset: Forward reaction prediction with 1.9M reactions from USPTO patents (1976-2016) (1) Given the reactants C(N(CC)C(C)C)(C)C.[CH3:10][N:11]1[CH2:16][CH2:15][NH:14][CH2:13][CH2:12]1.F[C:18]1[CH:23]=[CH:22][C:21]([N+:24]([O-:26])=[O:25])=[C:20]([O:27][CH3:28])[CH:19]=1, predict the reaction product. The product is: [CH3:28][O:27][C:20]1[CH:19]=[C:18]([N:14]2[CH2:15][CH2:16][N:11]([CH3:10])[CH2:12][CH2:13]2)[CH:23]=[CH:22][C:21]=1[N+:24]([O-:26])=[O:25]. (2) Given the reactants [C:1]([C:3]1([C:6]2[CH:7]=[C:8]([CH:12]=[CH:13][CH:14]=2)[C:9]([OH:11])=O)[CH2:5][CH2:4]1)#[N:2].S(Cl)(Cl)=O.C1(C)C=CC=CC=1.[NH2:26][C:27]1[CH:28]=[C:29]([CH:46]=[CH:47][CH:48]=1)[O:30][C:31]1[CH:45]=[CH:44][C:34]2[N:35]=[C:36]([NH:38][C:39]([CH:41]3[CH2:43][CH2:42]3)=[O:40])[O:37][C:33]=2[CH:32]=1, predict the reaction product. The product is: [C:1]([C:3]1([C:6]2[CH:7]=[C:8]([CH:12]=[CH:13][CH:14]=2)[C:9]([NH:26][C:27]2[CH:48]=[CH:47][CH:46]=[C:29]([O:30][C:31]3[CH:45]=[CH:44][C:34]4[N:35]=[C:36]([NH:38][C:39]([CH:41]5[CH2:42][CH2:43]5)=[O:40])[O:37][C:33]=4[CH:32]=3)[CH:28]=2)=[O:11])[CH2:4][CH2:5]1)#[N:2]. (3) The product is: [CH3:1][O:2][C:3]1[CH:4]=[C:5]([CH:33]=[CH:34][C:35]=1[O:36][CH3:37])[CH2:6][CH:7]1[C:16]2[C:11](=[CH:12][C:13]([O:18][CH3:19])=[C:14]([O:17][C:44]([N:38]3[CH2:43][CH2:42][O:41][CH2:40][CH2:39]3)=[O:45])[CH:15]=2)[CH2:10][CH2:9][N:8]1[CH2:20][C:21]([NH:23][CH:24]1[C:32]2[C:27](=[CH:28][CH:29]=[CH:30][CH:31]=2)[CH2:26][CH2:25]1)=[O:22]. Given the reactants [CH3:1][O:2][C:3]1[CH:4]=[C:5]([CH:33]=[CH:34][C:35]=1[O:36][CH3:37])[CH2:6][CH:7]1[C:16]2[C:11](=[CH:12][C:13]([O:18][CH3:19])=[C:14]([OH:17])[CH:15]=2)[CH2:10][CH2:9][N:8]1[CH2:20][C:21]([NH:23][CH:24]1[C:32]2[C:27](=[CH:28][CH:29]=[CH:30][CH:31]=2)[CH2:26][CH2:25]1)=[O:22].[N:38]1([C:44](Cl)=[O:45])[CH2:43][CH2:42][O:41][CH2:40][CH2:39]1, predict the reaction product.